Dataset: Forward reaction prediction with 1.9M reactions from USPTO patents (1976-2016). Task: Predict the product of the given reaction. (1) Given the reactants [CH:1]([SH:4])([CH3:3])[CH3:2].[H-].[Na+].Cl[C:8]1[CH:13]=[CH:12][CH:11]=[C:10]([C:14]#[N:15])[N:9]=1, predict the reaction product. The product is: [C:14]([C:10]1[CH:11]=[CH:12][CH:13]=[C:8]([S:4][CH:1]([CH3:3])[CH3:2])[N:9]=1)#[N:15]. (2) Given the reactants ClC1N=C([N:8]([CH2:17][CH2:18][C:19]2[CH:20]=[N:21][CH:22]=[CH:23][CH:24]=2)[C:9]2[N:14]=[C:13]([NH:15][CH3:16])[CH:12]=[CH:11][N:10]=2)C=CN=1.[F:25][C:26]1[CH:31]=[CH:30][CH:29]=[CH:28][C:27]=1B(O)O.C([O-])([O-])=O.[Na+].[Na+], predict the reaction product. The product is: [F:25][C:26]1[CH:31]=[CH:30][CH:29]=[CH:28][C:27]=1[C:9]1[N:14]=[C:13]([N:15]([CH3:16])[C:13]2[CH:12]=[CH:11][N:10]=[C:9]([NH:8][CH2:17][CH2:18][C:19]3[CH:20]=[N:21][CH:22]=[CH:23][CH:24]=3)[N:14]=2)[CH:12]=[CH:11][N:10]=1. (3) Given the reactants [NH:1]1[CH:5]=[CH:4][C:3]([NH:6][C:7](=[O:9])[CH3:8])=[N:2]1.[N+:10]([O-])([OH:12])=[O:11], predict the reaction product. The product is: [N+:10]([C:4]1[C:3]([NH:6][C:7](=[O:9])[CH3:8])=[N:2][NH:1][CH:5]=1)([O-:12])=[O:11]. (4) The product is: [OH:15][C:12]1[CH:13]=[C:14]2[C:9](=[C:10]([CH3:18])[C:11]=1[CH3:17])[NH:8][C:6](=[O:7])[CH2:5][C:1]12[CH2:4][CH2:3][CH2:2]1. Given the reactants [C:1]1(=[CH:5][C:6]([NH:8][C:9]2[CH:14]=[CH:13][C:12]([O:15]C)=[C:11]([CH3:17])[C:10]=2[CH3:18])=[O:7])[CH2:4][CH2:3][CH2:2]1, predict the reaction product.